From a dataset of CYP2C9 inhibition data for predicting drug metabolism from PubChem BioAssay. Regression/Classification. Given a drug SMILES string, predict its absorption, distribution, metabolism, or excretion properties. Task type varies by dataset: regression for continuous measurements (e.g., permeability, clearance, half-life) or binary classification for categorical outcomes (e.g., BBB penetration, CYP inhibition). Dataset: cyp2c9_veith. (1) The molecule is CN(C)S(=O)(=O)Oc1ccsc1C(=O)Nc1ccc(Cl)c(Cl)c1. The result is 1 (inhibitor). (2) The compound is CC(C)c1ccc(Cn2ccc3c4c(N)nc(NC5CC5)nc4ccc32)cc1. The result is 0 (non-inhibitor). (3) The compound is CCC(Sc1nc2cc3c(cc2c(=O)n1Cc1ccco1)OCO3)C(=O)Nc1ccccc1OC. The result is 1 (inhibitor). (4) The molecule is COC(=O)N1CCC2(CCCN(Cc3ccccc3)C2)CC1. The result is 0 (non-inhibitor). (5) The molecule is O[C@@H]1CCCC[C@H]1N1CCC(c2ccccc2)CC1. The result is 0 (non-inhibitor). (6) The molecule is CCOc1cc(NC(=S)Nc2cccc(OC)c2)c(OCC)cc1NC(=O)c1ccc(C)cc1. The result is 1 (inhibitor). (7) The molecule is O=c1c(-c2nc3ccccc3s2)cccn1Cc1ccccc1. The result is 1 (inhibitor). (8) The result is 1 (inhibitor). The compound is O=C(COc1ccc2ccccc2c1)Nc1ccc(Cc2ccncc2)cc1.